From a dataset of Reaction yield outcomes from USPTO patents with 853,638 reactions. Predict the reaction yield, written as a fraction of the theoretical maximum amount of product (1.0 means a 100% yield; for example, 0.34 means a 34% yield). (1) The reactants are [Cl:1][C:2]1[N:10]=[C:9]2[C:5]([N:6]=[C:7]([CH2:12]P(=O)(OC)OC)[N:8]2[CH3:11])=[C:4]([N:19]2[CH2:24][CH2:23][O:22][CH2:21][CH2:20]2)[N:3]=1.[Li+].CC([N-]C(C)C)C.[C:33]([N:40]1[CH2:43][C:42](=O)[CH2:41]1)([O:35][C:36]([CH3:39])([CH3:38])[CH3:37])=[O:34]. The catalyst is C1COCC1. The product is [Cl:1][C:2]1[N:10]=[C:9]2[C:5]([N:6]=[C:7]([CH:12]=[C:42]3[CH2:41][N:40]([C:33]([O:35][C:36]([CH3:39])([CH3:38])[CH3:37])=[O:34])[CH2:43]3)[N:8]2[CH3:11])=[C:4]([N:19]2[CH2:20][CH2:21][O:22][CH2:23][CH2:24]2)[N:3]=1. The yield is 0.930. (2) The reactants are C[O:2][C:3]([C:5]1[CH:6]=[C:7]([Cl:32])[CH:8]=[C:9]2[C:14]=1[NH:13][CH:12]([C:15]1[CH:16]=[C:17]([C:21]3[CH:26]=[CH:25][C:24]([N:27]([CH3:29])[CH3:28])=[CH:23][CH:22]=3)[CH:18]=[CH:19][CH:20]=1)[C:11]([CH3:31])([CH3:30])[CH2:10]2)=[O:4].[OH-].[Na+].Cl. The catalyst is CO.O1CCCC1.O. The product is [Cl:32][C:7]1[CH:8]=[C:9]2[C:14](=[C:5]([C:3]([OH:4])=[O:2])[CH:6]=1)[NH:13][CH:12]([C:15]1[CH:16]=[C:17]([C:21]3[CH:22]=[CH:23][C:24]([N:27]([CH3:29])[CH3:28])=[CH:25][CH:26]=3)[CH:18]=[CH:19][CH:20]=1)[C:11]([CH3:31])([CH3:30])[CH2:10]2. The yield is 0.900. (3) The reactants are [H-].[Al+3].[Li+].[H-].[H-].[H-].O1CCCC1.C[O:13][C:14](=O)[C:15]1[CH:20]=[CH:19][C:18]([C:21]2[CH:26]=[CH:25][CH:24]=[CH:23][CH:22]=2)=[N:17][C:16]=1[Cl:27]. The catalyst is O. The product is [Cl:27][C:16]1[C:15]([CH2:14][OH:13])=[CH:20][CH:19]=[C:18]([C:21]2[CH:22]=[CH:23][CH:24]=[CH:25][CH:26]=2)[N:17]=1. The yield is 0.860. (4) The reactants are Cl[C:2]1[N:3]([C:13]2[CH:18]=[CH:17][C:16]([CH:19]=[CH2:20])=[CH:15][CH:14]=2)[C:4]2[C:9]([C:10]=1[CH:11]=[O:12])=[CH:8][CH:7]=[CH:6][CH:5]=2.[NH:21]1[CH2:26][CH2:25][NH:24][CH2:23][CH2:22]1. No catalyst specified. The product is [N:21]1([C:2]2[N:3]([C:13]3[CH:18]=[CH:17][C:16]([CH:19]=[CH2:20])=[CH:15][CH:14]=3)[C:4]3[C:9]([C:10]=2[CH:11]=[O:12])=[CH:8][CH:7]=[CH:6][CH:5]=3)[CH2:26][CH2:25][NH:24][CH2:23][CH2:22]1. The yield is 0.440. (5) The reactants are [CH3:1][CH:2]([CH3:14])[C:3]([O:5][CH:6]([O:10][C:11](C)=S)[CH:7]([CH3:9])[CH3:8])=[O:4].[OH:15][N:16]1[C:20](=[O:21])[CH2:19][CH2:18][C:17]1=[O:22].C(OO)(=[O:25])C. The catalyst is ClCCl. The product is [CH3:1][CH:2]([CH3:14])[C:3]([O:5][CH:6]([O:10][C:11]([O:15][N:16]1[C:20](=[O:21])[CH2:19][CH2:18][C:17]1=[O:22])=[O:25])[CH:7]([CH3:9])[CH3:8])=[O:4]. The yield is 0.700. (6) The reactants are [NH:1]1[CH:5]=[CH:4][CH:3]=[N:2]1.[H-].[Na+].[C:8]([O:12][C:13]([NH:15][C@H:16]([CH3:23])[CH2:17]OS(C)(=O)=O)=[O:14])([CH3:11])([CH3:10])[CH3:9].O. The catalyst is CN(C=O)C.C(OCC)(=O)C. The product is [C:8]([O:12][C:13](=[O:14])[NH:15][C@H:16]([CH3:17])[CH2:23][N:1]1[CH:5]=[CH:4][CH:3]=[N:2]1)([CH3:11])([CH3:10])[CH3:9]. The yield is 0.720.